This data is from Forward reaction prediction with 1.9M reactions from USPTO patents (1976-2016). The task is: Predict the product of the given reaction. (1) Given the reactants [Cl:1][C:2]1[CH:7]=[CH:6][C:5]([C:8]2[C:9]([NH:35][NH:36][C:37](=O)[CH2:38][NH:39]C(=O)OC(C)(C)C)=[N:10][N:11]([CH2:23][C:24]3[C:25]([CH3:34])=[N:26][C:27]([C:30]([F:33])([F:32])[F:31])=[CH:28][CH:29]=3)[C:12](=[O:22])[C:13]=2[C:14]2[CH:19]=[CH:18][C:17]([C:20]#[N:21])=[CH:16][CH:15]=2)=[CH:4][CH:3]=1.ClC(Cl)(Br)C(Cl)(Cl)Br.C1(P(C2C=CC=CC=2)C2C=CC=CC=2)C=CC=CC=1.CCN(CC)CC.C(O)(C(F)(F)F)=O, predict the reaction product. The product is: [NH2:39][CH2:38][C:37]1[N:10]2[N:11]([CH2:23][C:24]3[C:25]([CH3:34])=[N:26][C:27]([C:30]([F:32])([F:33])[F:31])=[CH:28][CH:29]=3)[C:12](=[O:22])[C:13]([C:14]3[CH:19]=[CH:18][C:17]([C:20]#[N:21])=[CH:16][CH:15]=3)=[C:8]([C:5]3[CH:4]=[CH:3][C:2]([Cl:1])=[CH:7][CH:6]=3)[C:9]2=[N:35][N:36]=1. (2) The product is: [CH:9]([OH:10])=[O:24].[C:1]([C:5]1[CH:23]=[CH:22][C:8]([C:9]([NH:11][C:12]2[N:13]=[C:14]3[CH:19]=[CH:18][C:17]([C:26]4[CH:27]=[CH:28][O:24][CH:25]=4)=[N:16][N:15]3[CH:21]=2)=[O:10])=[CH:7][CH:6]=1)([CH3:4])([CH3:3])[CH3:2]. Given the reactants [C:1]([C:5]1[CH:23]=[CH:22][C:8]([C:9]([NH:11][C:12]2[N:13]=[C:14]3[CH:19]=[CH:18][C:17](Cl)=[N:16][N:15]3[CH:21]=2)=[O:10])=[CH:7][CH:6]=1)([CH3:4])([CH3:3])[CH3:2].[O:24]1[CH:28]=[CH:27][C:26](B(O)O)=[CH:25]1, predict the reaction product. (3) Given the reactants Cl[C:2]1[C:7]([NH2:8])=[C:6]([CH:9]([F:11])[F:10])[CH:5]=[CH:4][N:3]=1.C([O-])([O-])=O.[K+].[K+].[C:18]([C:20]1[CH:25]=[CH:24][N:23]=[C:22]([NH:26][C:27](=[O:29])[CH3:28])[CH:21]=1)#[CH:19], predict the reaction product. The product is: [NH2:8][C:7]1[C:2]([C:19]#[C:18][C:20]2[CH:25]=[CH:24][N:23]=[C:22]([NH:26][C:27](=[O:29])[CH3:28])[CH:21]=2)=[N:3][CH:4]=[CH:5][C:6]=1[CH:9]([F:11])[F:10]. (4) Given the reactants [CH3:1][O:2][C:3]1[N:10]=[C:9]([CH3:11])[CH:8]=[C:7]([CH3:12])[C:4]=1[C:5]#[N:6].[Li+].C[Si]([N-][Si](C)(C)C)(C)C.[CH:23]([CH:25]1[CH2:27][O:26]1)=[CH2:24], predict the reaction product. The product is: [OH:26][CH:25]([CH:23]=[CH2:24])[CH2:27][CH2:12][C:7]1[C:4]([C:5]#[N:6])=[C:3]([O:2][CH3:1])[N:10]=[C:9]([CH3:11])[CH:8]=1. (5) Given the reactants [ClH:1].[NH2:2][CH2:3][CH2:4][C:5]1[N:6]([CH3:24])[C:7](=[O:23])[C:8]2[C:13]([C:14]=1[C:15]1[CH:20]=[CH:19][CH:18]=[CH:17][CH:16]=1)=[CH:12][C:11]([O:21][CH3:22])=[CH:10][CH:9]=2.C(N(CC)CC)C.Br[CH2:33][CH2:34][CH2:35][CH2:36][CH2:37]Br, predict the reaction product. The product is: [ClH:1].[CH3:22][O:21][C:11]1[CH:12]=[C:13]2[C:8](=[CH:9][CH:10]=1)[C:7](=[O:23])[N:6]([CH3:24])[C:5]([CH2:4][CH2:3][N:2]1[CH2:37][CH2:36][CH2:35][CH2:34][CH2:33]1)=[C:14]2[C:15]1[CH:20]=[CH:19][CH:18]=[CH:17][CH:16]=1. (6) The product is: [Br:1][C:2]1[C:3]2[O:13][C@@H:10]([CH2:12][OH:11])[CH2:9][O:8][C:4]=2[CH:5]=[CH:6][CH:7]=1. Given the reactants [Br:1][C:2]1[CH:7]=[CH:6][CH:5]=[C:4]([O:8][CH2:9][C@H:10]2[CH2:12][O:11]2)[C:3]=1[OH:13].C([O-])([O-])=O.[K+].[K+], predict the reaction product. (7) Given the reactants [F:1][C:2]([F:13])([C:6]1[CH:11]=[CH:10][C:9]([F:12])=[CH:8][N:7]=1)[C:3]([O-])=O.[Na+].[NH2:15][C:16]1[CH:24]=[C:23]([O:25][CH3:26])[CH:22]=[CH:21][C:17]=1[C:18]([NH2:20])=[O:19].C[Si](OP(=O)=O)(C)C, predict the reaction product. The product is: [F:1][C:2]([F:13])([C:6]1[CH:11]=[CH:10][C:9]([F:12])=[CH:8][N:7]=1)[C:3]1[NH:20][C:18](=[O:19])[C:17]2[C:16](=[CH:24][C:23]([O:25][CH3:26])=[CH:22][CH:21]=2)[N:15]=1. (8) Given the reactants [O:1]=[C:2]1[CH2:7][CH2:6][N:5]([C:8]([O:10][C:11]([CH3:14])([CH3:13])[CH3:12])=[O:9])[CH2:4][CH:3]1[C:15]([O:17][CH2:18][CH3:19])=[O:16].C[Si]([N-][Si](C)(C)C)(C)C.[Na+].[P:30](Cl)(=[O:37])([O:34][CH2:35][CH3:36])[O:31][CH2:32][CH3:33], predict the reaction product. The product is: [CH2:32]([O:31][P:30]([O:1][C:2]1[CH2:7][CH2:6][N:5]([C:8]([O:10][C:11]([CH3:12])([CH3:13])[CH3:14])=[O:9])[CH2:4][C:3]=1[C:15]([O:17][CH2:18][CH3:19])=[O:16])([O:34][CH2:35][CH3:36])=[O:37])[CH3:33].